This data is from Reaction yield outcomes from USPTO patents with 853,638 reactions. The task is: Predict the reaction yield, written as a fraction of the theoretical maximum amount of product (1.0 means a 100% yield; for example, 0.34 means a 34% yield). The product is [I-:11].[CH2:12]([N+:2]1([CH3:1])[CH:10]2[CH:5]([CH2:6][CH2:7][CH2:8][CH2:9]2)[CH2:4][CH2:3]1)[CH2:13][CH2:14][CH3:15]. The yield is 0.860. The reactants are [CH3:1][N:2]1[CH:10]2[CH:5]([CH2:6][CH2:7][CH2:8][CH2:9]2)[CH2:4][CH2:3]1.[I:11][CH2:12][CH2:13][CH2:14][CH3:15]. The catalyst is CO.